The task is: Regression. Given two drug SMILES strings and cell line genomic features, predict the synergy score measuring deviation from expected non-interaction effect.. This data is from NCI-60 drug combinations with 297,098 pairs across 59 cell lines. Drug 1: CC1=C(C(CCC1)(C)C)C=CC(=CC=CC(=CC(=O)O)C)C. Drug 2: CS(=O)(=O)OCCCCOS(=O)(=O)C. Cell line: U251. Synergy scores: CSS=-8.04, Synergy_ZIP=19.4, Synergy_Bliss=30.8, Synergy_Loewe=0.0173, Synergy_HSA=3.05.